From a dataset of Catalyst prediction with 721,799 reactions and 888 catalyst types from USPTO. Predict which catalyst facilitates the given reaction. (1) Reactant: [Br:1][C:2]1[N:7]=[C:6]([C@:8]2([CH2:17][CH2:18][O:19][CH3:20])[C:13]([F:15])([F:14])[CH2:12][O:11][C:10]([NH2:16])=[N:9]2)[C:5]([F:21])=[CH:4][CH:3]=1.C(N(CC)CC)C.[CH3:29][O:30][C:31]1[CH:52]=[CH:51][C:34]([C:35](Cl)([C:44]2[CH:49]=[CH:48][CH:47]=[CH:46][CH:45]=2)[C:36]2[CH:41]=[CH:40][C:39]([O:42][CH3:43])=[CH:38][CH:37]=2)=[CH:33][CH:32]=1. Product: [CH3:43][O:42][C:39]1[CH:38]=[CH:37][C:36]([C:35]([NH:16][C:10]2[O:11][CH2:12][C:13]([F:15])([F:14])[C@:8]([C:6]3[C:5]([F:21])=[CH:4][CH:3]=[C:2]([Br:1])[N:7]=3)([CH2:17][CH2:18][O:19][CH3:20])[N:9]=2)([C:34]2[CH:33]=[CH:32][C:31]([O:30][CH3:29])=[CH:52][CH:51]=2)[C:44]2[CH:49]=[CH:48][CH:47]=[CH:46][CH:45]=2)=[CH:41][CH:40]=1. The catalyst class is: 4. (2) Reactant: Br[CH2:2][C:3]([C:5]1[CH:10]=[CH:9][CH:8]=[CH:7][C:6]=1[N+:11]([O-:13])=[O:12])=[O:4].[N-:14]=[N+:15]=[N-:16].[Na+]. Product: [N:14]([CH2:2][C:3]([C:5]1[CH:10]=[CH:9][CH:8]=[CH:7][C:6]=1[N+:11]([O-:13])=[O:12])=[O:4])=[N+:15]=[N-:16]. The catalyst class is: 95. (3) Reactant: [CH2:1]([O:3][C:4](=[O:14])[CH2:5][S:6][C:7]1[CH:12]=[CH:11][C:10]([OH:13])=[CH:9][CH:8]=1)[CH3:2].C([O-])([O-])=O.[K+].[K+].Br[CH2:22][CH2:23][CH:24]([CH3:26])[CH3:25]. Product: [CH2:1]([O:3][C:4](=[O:14])[CH2:5][S:6][C:7]1[CH:12]=[CH:11][C:10]([O:13][CH2:22][CH2:23][CH:24]([CH3:26])[CH3:25])=[CH:9][CH:8]=1)[CH3:2]. The catalyst class is: 21. (4) Reactant: [CH2:1]([N:8]1[CH2:14][CH2:13][CH2:12][O:11][CH:10]([CH2:15][C:16]2[CH:21]=[CH:20][C:19]([F:22])=[CH:18][CH:17]=2)[C:9]1=O)[C:2]1[CH:7]=[CH:6][CH:5]=[CH:4][CH:3]=1.[H-].[H-].[H-].[H-].[Li+].[Al+3]. Product: [CH2:1]([N:8]1[CH2:14][CH2:13][CH2:12][O:11][CH:10]([CH2:15][C:16]2[CH:17]=[CH:18][C:19]([F:22])=[CH:20][CH:21]=2)[CH2:9]1)[C:2]1[CH:3]=[CH:4][CH:5]=[CH:6][CH:7]=1. The catalyst class is: 1. (5) Reactant: CC(N=NC(C#N)(C)C)(C#N)C.[Br:13][C:14]1[CH:15]=[C:16]([CH:21]=[CH:22][C:23]=1[CH3:24])[C:17]([O:19][CH3:20])=[O:18].C1C(=O)N([Br:32])C(=O)C1. Product: [Br:13][C:14]1[CH:15]=[C:16]([CH:21]=[CH:22][C:23]=1[CH2:24][Br:32])[C:17]([O:19][CH3:20])=[O:18]. The catalyst class is: 10. (6) Reactant: [CH2:1]([CH:4]1[CH2:8][NH:7][C:6](=[O:9])[CH2:5]1)[CH2:2][CH3:3].[CH2:10]=[O:11].[K]. Product: [OH:11][CH2:10][N:7]1[CH2:8][CH:4]([CH2:1][CH2:2][CH3:3])[CH2:5][C:6]1=[O:9]. The catalyst class is: 8. (7) Reactant: [C:1]([O:5][CH3:6])(=[O:4])[CH2:2][SH:3].Cl[CH2:8][C:9]([C:11]1[CH:20]=[CH:19][C:14]2[NH:15][C:16](=[O:18])[NH:17][C:13]=2[CH:12]=1)=[O:10].C(=O)([O-])[O-].[K+].[K+]. Product: [O:10]=[C:9]([C:11]1[CH:20]=[CH:19][C:14]2[NH:15][C:16](=[O:18])[NH:17][C:13]=2[CH:12]=1)[CH2:8][S:3][CH2:2][C:1]([O:5][CH3:6])=[O:4]. The catalyst class is: 7.